Dataset: Forward reaction prediction with 1.9M reactions from USPTO patents (1976-2016). Task: Predict the product of the given reaction. (1) Given the reactants [C:1]1([C:7](=[CH2:11])[C:8](O)=[O:9])[CH:6]=[CH:5][CH:4]=[CH:3][CH:2]=1.S(Cl)([Cl:14])=O.C(C1C=CC=C(O)C=1O)(C)(C)C, predict the reaction product. The product is: [C:1]1([C:7](=[CH2:11])[C:8]([Cl:14])=[O:9])[CH:6]=[CH:5][CH:4]=[CH:3][CH:2]=1. (2) Given the reactants [N+](C1C=CC(S([NH:13][C:14]2[CH:15]=[C:16]([CH:21]=[CH:22][C:23]=2[NH:24][S:25]([C:28]2[CH:33]=[CH:32][C:31]([N+]([O-])=O)=[CH:30][CH:29]=2)(=[O:27])=[O:26])[C:17]([O:19][CH3:20])=[O:18])(=O)=O)=CC=1)([O-])=O.NC1C=C(C=CC=1N)[C:41](OC)=[O:42].[CH3:49][O:50][C:51]1[CH:56]=[CH:55][C:54]([S:57](Cl)(=[O:59])=[O:58])=[CH:53][CH:52]=1, predict the reaction product. The product is: [CH3:49][O:50][C:51]1[CH:56]=[CH:55][C:54]([S:57]([NH:13][C:14]2[CH:15]=[C:16]([CH:21]=[CH:22][C:23]=2[NH:24][S:25]([C:28]2[CH:29]=[CH:30][C:31]([O:42][CH3:41])=[CH:32][CH:33]=2)(=[O:26])=[O:27])[C:17]([O:19][CH3:20])=[O:18])(=[O:59])=[O:58])=[CH:53][CH:52]=1. (3) Given the reactants CS([C:5]1[N:10]=[C:9]([C:11]2[N:15]3[CH:16]=[CH:17][CH:18]=[CH:19][C:14]3=[N:13][C:12]=2[C:20]2[CH:25]=[CH:24][CH:23]=[C:22]([CH3:26])[N:21]=2)[CH:8]=[CH:7][N:6]=1)(=O)=O.[CH3:27][N:28]1[CH2:33][CH2:32][NH:31][CH2:30][CH2:29]1, predict the reaction product. The product is: [CH3:27][N:28]1[CH2:33][CH2:32][N:31]([C:5]2[N:10]=[C:9]([C:11]3[N:15]4[CH:16]=[CH:17][CH:18]=[CH:19][C:14]4=[N:13][C:12]=3[C:20]3[CH:25]=[CH:24][CH:23]=[C:22]([CH3:26])[N:21]=3)[CH:8]=[CH:7][N:6]=2)[CH2:30][CH2:29]1. (4) The product is: [NH:1]1[C:9]2[C:4](=[CH:5][C:6]([O:10][C:11]3[C:20]4[C:15](=[CH:16][C:17]([O:29][CH3:30])=[C:18]([OH:21])[CH:19]=4)[N:14]=[CH:13][N:12]=3)=[CH:7][N:8]=2)[CH:3]=[CH:2]1. Given the reactants [NH:1]1[C:9]2[C:4](=[CH:5][C:6]([O:10][C:11]3[C:20]4[C:15](=[CH:16][C:17]([O:29][CH3:30])=[C:18]([O:21]CC5C=CC=CC=5)[CH:19]=4)[N:14]=[CH:13][N:12]=3)=[CH:7][N:8]=2)[CH:3]=[CH:2]1.C([O-])=O.[NH4+].O, predict the reaction product.